From a dataset of Catalyst prediction with 721,799 reactions and 888 catalyst types from USPTO. Predict which catalyst facilitates the given reaction. Reactant: C(OC(=O)[NH:7][C@H:8]1[CH2:13][CH2:12][C@H:11]([CH2:14][CH2:15][N:16]2[CH2:21][CH2:20][N:19]([C:22]3[C:26]4[CH:27]=[C:28]([F:32])[CH:29]=[C:30]([F:31])[C:25]=4[O:24][N:23]=3)[CH2:18][CH2:17]2)[CH2:10][CH2:9]1)(C)(C)C.[ClH:34].O1CCOCC1. Product: [ClH:34].[F:32][C:28]1[CH:29]=[C:30]([F:31])[C:25]2[O:24][N:23]=[C:22]([N:19]3[CH2:18][CH2:17][N:16]([CH2:15][CH2:14][C@H:11]4[CH2:12][CH2:13][C@H:8]([NH2:7])[CH2:9][CH2:10]4)[CH2:21][CH2:20]3)[C:26]=2[CH:27]=1. The catalyst class is: 2.